This data is from Forward reaction prediction with 1.9M reactions from USPTO patents (1976-2016). The task is: Predict the product of the given reaction. Given the reactants Br[C:2]1[CH:21]=[CH:20][C:19]2[C:16]3=[C:17]4[C:18]5[C:9]([C:10](=[O:35])[N:11]([C:23]6[C:28]([CH:29]([CH3:31])[CH3:30])=[CH:27][CH:26]=[CH:25][C:24]=6[CH:32]([CH3:34])[CH3:33])[C:12](=[O:22])[C:13]=5[CH:14]=[CH:15]3)=[CH:8][CH:7]=[C:6]4[C:5]3=[CH:36][CH:37]=[CH:38][C:3]=1[C:4]=23.[NH2:39][C:40]1[CH:45]=[CH:44][CH:43]=[CH:42][C:41]=1[SH:46].C(=O)([O-])[O-].[K+].[K+].Cl, predict the reaction product. The product is: [NH2:39][C:40]1[CH:45]=[CH:44][CH:43]=[CH:42][C:41]=1[S:46][C:2]1[CH:21]=[CH:20][C:19]2[C:16]3=[C:17]4[C:18]5[C:9]([C:10](=[O:35])[N:11]([C:23]6[C:28]([CH:29]([CH3:31])[CH3:30])=[CH:27][CH:26]=[CH:25][C:24]=6[CH:32]([CH3:34])[CH3:33])[C:12](=[O:22])[C:13]=5[CH:14]=[CH:15]3)=[CH:8][CH:7]=[C:6]4[C:5]3=[CH:36][CH:37]=[CH:38][C:3]=1[C:4]=23.